From a dataset of Forward reaction prediction with 1.9M reactions from USPTO patents (1976-2016). Predict the product of the given reaction. (1) Given the reactants [C:1]([O:5][C:6]([N:8]1[CH2:13][CH2:12]S[CH:10]([C:14]2[CH:19]=[CH:18][C:17]([Br:20])=[CH:16][CH:15]=2)[CH2:9]1)=[O:7])([CH3:4])([CH3:3])[CH3:2].ClC1C=C(C=CC=1)C(OO)=O.[S:32]([O-:36])([O-])(=[O:34])=S.[Na+].[Na+], predict the reaction product. The product is: [C:1]([O:5][C:6]([N:8]1[CH2:13][CH2:12][S:32](=[O:36])(=[O:34])[CH:10]([C:14]2[CH:15]=[CH:16][C:17]([Br:20])=[CH:18][CH:19]=2)[CH2:9]1)=[O:7])([CH3:2])([CH3:3])[CH3:4]. (2) Given the reactants Br[C:2]1[CH:3]=[N:4][C:5]2[N:6]([CH:8]=[C:9]([CH2:11][O:12][C:13]3[CH:18]=[CH:17][C:16]([F:19])=[CH:15][CH:14]=3)[N:10]=2)[CH:7]=1.[NH2:20][C:21]1[CH:22]=[C:23](B(O)O)[CH:24]=[CH:25][C:26]=1[O:27][CH3:28], predict the reaction product. The product is: [F:19][C:16]1[CH:17]=[CH:18][C:13]([O:12][CH2:11][C:9]2[N:10]=[C:5]3[N:4]=[CH:3][C:2]([C:23]4[CH:24]=[CH:25][C:26]([O:27][CH3:28])=[C:21]([CH:22]=4)[NH2:20])=[CH:7][N:6]3[CH:8]=2)=[CH:14][CH:15]=1. (3) Given the reactants [NH:1]1[C:11]2=[C:12]3[C:7](=[CH:8][CH:9]=[CH:10]2)[CH:6]=[CH:5][CH2:4][N:3]3[C:2]1=[O:13].CC(C)([O-])C.[K+].C1COCC1.[CH2:25](Br)[C:26]1[CH:31]=[CH:30][CH:29]=[CH:28][CH:27]=1, predict the reaction product. The product is: [CH2:25]([N:1]1[C:11]2=[C:12]3[C:7](=[CH:8][CH:9]=[CH:10]2)[CH:6]=[CH:5][CH2:4][N:3]3[C:2]1=[O:13])[C:26]1[CH:31]=[CH:30][CH:29]=[CH:28][CH:27]=1. (4) Given the reactants [Cl:1][C:2]1[CH:7]=[CH:6][C:5]([C:8](=[NH:20])[NH:9][C:10]2[CH:15]=[CH:14][C:13]([S:16]([CH3:19])(=[O:18])=[O:17])=[CH:12][CH:11]=2)=[CH:4][CH:3]=1.C(=O)(O)[O-].[Na+].Br[CH2:27][C:28]([C:30]1[CH:35]=[CH:34][CH:33]=[CH:32][CH:31]=1)=O, predict the reaction product. The product is: [Cl:1][C:2]1[CH:3]=[CH:4][C:5]([C:8]2[N:9]([C:10]3[CH:15]=[CH:14][C:13]([S:16]([CH3:19])(=[O:17])=[O:18])=[CH:12][CH:11]=3)[CH:27]=[C:28]([C:30]3[CH:35]=[CH:34][CH:33]=[CH:32][CH:31]=3)[N:20]=2)=[CH:6][CH:7]=1. (5) Given the reactants [CH:1]([S:9]([O-:12])(=[O:11])=[O:10])=[CH:2][C:3]1[CH:8]=[CH:7][CH:6]=[CH:5][CH:4]=1.[Na+].[F:14][C:15]1[C:20]([CH:21]=[CH2:22])=[C:19]([F:23])[C:18]([F:24])=[C:17]([F:25])[C:16]=1[F:26].N(C(C)(C)C#N)=NC(C)(C)C#N, predict the reaction product. The product is: [CH:1]([S:9]([O-:12])(=[O:10])=[O:11])=[CH:2][C:3]1[CH:8]=[CH:7][CH:6]=[CH:5][CH:4]=1.[F:14][C:15]1[C:20]([CH:21]=[CH2:22])=[C:19]([F:23])[C:18]([F:24])=[C:17]([F:25])[C:16]=1[F:26]. (6) Given the reactants [C:1]([O:5][C:6]([N:8]1[CH2:13][CH2:12][CH:11]([NH:14][C:15]2[CH:16]=[C:17]([CH:22]=[CH:23][N:24]=2)[C:18]([O:20]C)=[O:19])[CH2:10][CH2:9]1)=[O:7])([CH3:4])([CH3:3])[CH3:2].[OH-].[Na+], predict the reaction product. The product is: [C:1]([O:5][C:6]([N:8]1[CH2:13][CH2:12][CH:11]([NH:14][C:15]2[CH:16]=[C:17]([CH:22]=[CH:23][N:24]=2)[C:18]([OH:20])=[O:19])[CH2:10][CH2:9]1)=[O:7])([CH3:4])([CH3:2])[CH3:3].